Dataset: Full USPTO retrosynthesis dataset with 1.9M reactions from patents (1976-2016). Task: Predict the reactants needed to synthesize the given product. (1) Given the product [CH2:1]([O:3][C:4]([C@@H:6]1[CH2:10][CH2:9][CH2:8][C@@H:7]1[C:11]1[CH:12]=[C:13]2[C:17](=[CH:18][CH:19]=1)[NH:16][CH:15]=[C:14]2[C:20]#[N:21])=[O:5])[CH3:2], predict the reactants needed to synthesize it. The reactants are: [CH2:1]([O:3][C:4]([C:6]1[CH2:10][CH2:9][CH2:8][C:7]=1[C:11]1[CH:12]=[C:13]2[C:17](=[CH:18][CH:19]=1)[NH:16][CH:15]=[C:14]2[C:20]#[N:21])=[O:5])[CH3:2]. (2) Given the product [CH3:22][C:20]1[CH:19]=[N:18][C:15]2[NH:16][C:17]3[C:13]([C:14]=2[CH:21]=1)=[CH:12][CH:11]=[CH:10][C:9]=3/[CH:27]=[CH:26]/[C:25]([O:29][CH2:30][CH3:31])=[O:28], predict the reactants needed to synthesize it. The reactants are: [Cl-].[Li+].FC(F)(F)S(O[C:9]1[CH:10]=[CH:11][CH:12]=[C:13]2[C:17]=1[NH:16][C:15]1[N:18]=[CH:19][C:20]([CH3:22])=[CH:21][C:14]2=1)(=O)=O.[C:25]([O:29][CH2:30][CH3:31])(=[O:28])[CH:26]=[CH2:27].C(N(CC)CC)C. (3) Given the product [CH3:14][S:11]([C:9]1[CH:8]=[CH:7][C:3]2[C:4](=[O:6])[O:5][C:22](=[O:24])[NH:1][C:2]=2[CH:10]=1)(=[O:13])=[O:12], predict the reactants needed to synthesize it. The reactants are: [NH2:1][C:2]1[CH:10]=[C:9]([S:11]([CH3:14])(=[O:13])=[O:12])[CH:8]=[CH:7][C:3]=1[C:4]([OH:6])=[O:5].N1C=CC=CC=1.Cl[C:22](Cl)([O:24]C(=O)OC(Cl)(Cl)Cl)Cl. (4) Given the product [O:1]=[C:2]1[NH:7][CH2:6][CH2:5][N:4]([CH:8]2[CH2:9][CH2:10][CH:11]([O:14][C:15]3[N:16]=[CH:17][N:18]=[C:19]4[C:26]=3[C:25]3[C@@H:24]([CH2:27][C:28]([NH2:29])=[O:30])[CH2:23][CH2:22][C:21]=3[S:20]4)[CH2:12][CH2:13]2)[CH2:3]1, predict the reactants needed to synthesize it. The reactants are: [O:1]=[C:2]1[NH:7][CH2:6][CH2:5][N:4]([CH:8]2[CH2:13][CH2:12][CH:11]([O:14][C:15]3[N:16]=[CH:17][N:18]=[C:19]4[C:26]=3[C:25]3[C@@H:24]([CH2:27][C:28]#[N:29])[CH2:23][CH2:22][C:21]=3[S:20]4)[CH2:10][CH2:9]2)[CH2:3]1.[OH:30][Li].O.OO. (5) Given the product [CH3:20][O:21][C:2]1[CH:3]=[CH:4][C:5]([N+:16]([O-:18])=[O:17])=[C:6]([NH:8][C:9]2[CH:10]=[C:11]([CH3:15])[CH:12]=[CH:13][CH:14]=2)[CH:7]=1, predict the reactants needed to synthesize it. The reactants are: Cl[C:2]1[CH:3]=[CH:4][C:5]([N+:16]([O-:18])=[O:17])=[C:6]([NH:8][C:9]2[CH:10]=[C:11]([CH3:15])[CH:12]=[CH:13][CH:14]=2)[CH:7]=1.[Na].[CH3:20][OH:21].